This data is from Full USPTO retrosynthesis dataset with 1.9M reactions from patents (1976-2016). The task is: Predict the reactants needed to synthesize the given product. (1) Given the product [Br:22][CH2:23][CH2:24][O:25][C:26]1[CH:31]=[CH:30][C:29]([CH:32]=[O:33])=[CH:28][CH:27]=1.[O:33]1[CH2:34][CH2:35][O:36][CH:32]1[C:29]1[CH:30]=[CH:31][C:26]([O:25][CH2:24][CH2:23][NH2:41])=[CH:27][CH:28]=1, predict the reactants needed to synthesize it. The reactants are: C(=O)C1C=CC=CC=1.OC1C=CC(C=O)=CC=1.BrCCBr.[Br:22][CH2:23][CH2:24][O:25][C:26]1[CH:31]=[CH:30][C:29]([CH:32]2[O:36][CH2:35][CH2:34][O:33]2)=[CH:28][CH:27]=1.C1(=O)[NH:41]C(=O)C2=CC=CC=C12.[K]. (2) Given the product [N:1]1[C:10]2[C:5](=[CH:6][CH:7]=[CH:8][CH:9]=2)[CH:4]=[C:3]([NH:11][S:12]([C:15]2[C:16]([Cl:27])=[N:17][CH:18]=[C:19]([Br:21])[CH:20]=2)(=[O:14])=[O:13])[CH:2]=1, predict the reactants needed to synthesize it. The reactants are: [N:1]1[C:10]2[C:5](=[CH:6][CH:7]=[CH:8][CH:9]=2)[CH:4]=[C:3]([NH:11][S:12]([C:15]2[C:16](N)=[N:17][CH:18]=[C:19]([Br:21])[CH:20]=2)(=[O:14])=[O:13])[CH:2]=1.N([O-])=O.[Na+].[ClH:27].